From a dataset of Peptide-MHC class II binding affinity with 134,281 pairs from IEDB. Regression. Given a peptide amino acid sequence and an MHC pseudo amino acid sequence, predict their binding affinity value. This is MHC class II binding data. The binding affinity (normalized) is 0.533. The peptide sequence is RQLQKIERWFVRNPF. The MHC is DRB3_0101 with pseudo-sequence DRB3_0101.